Dataset: Reaction yield outcomes from USPTO patents with 853,638 reactions. Task: Predict the reaction yield, written as a fraction of the theoretical maximum amount of product (1.0 means a 100% yield; for example, 0.34 means a 34% yield). (1) The reactants are [Br:1][C:2]1[CH:3]=[N:4][C:5]([C:8]([OH:10])=O)=[N:6][CH:7]=1.S(Cl)(Cl)=O.[NH2:15][C:16]1[CH:21]=[CH:20][CH:19]=[CH:18][CH:17]=1. The catalyst is C1C=CC=CC=1.ClCCl. The product is [Br:1][C:2]1[CH:7]=[N:6][C:5]([C:8]([NH:15][C:16]2[CH:21]=[CH:20][CH:19]=[CH:18][CH:17]=2)=[O:10])=[N:4][CH:3]=1. The yield is 0.770. (2) The reactants are [F:1][C:2]([C:5]1[CH:9]=[C:8]([NH2:10])[N:7]([C:11]2[CH:12]=[N:13][CH:14]=[CH:15][CH:16]=2)[N:6]=1)([F:4])[CH3:3].Cl[C:18]([O:20][C:21]1[CH:26]=[CH:25][CH:24]=[CH:23][CH:22]=1)=[O:19]. No catalyst specified. The product is [F:4][C:2]([C:5]1[CH:9]=[C:8]([NH:10][C:18](=[O:19])[O:20][C:21]2[CH:26]=[CH:25][CH:24]=[CH:23][CH:22]=2)[N:7]([C:11]2[CH:12]=[N:13][CH:14]=[CH:15][CH:16]=2)[N:6]=1)([F:1])[CH3:3]. The yield is 0.300.